From a dataset of Catalyst prediction with 721,799 reactions and 888 catalyst types from USPTO. Predict which catalyst facilitates the given reaction. (1) Reactant: [H-].[Al+3].[Li+].[H-].[H-].[H-].C([O:9][C:10](=O)/[CH:11]=[CH:12]/[C:13]1[CH:18]=[CH:17][C:16]([Br:19])=[CH:15][C:14]=1[O:20][C:21]([F:24])([F:23])[F:22])C. Product: [Br:19][C:16]1[CH:17]=[CH:18][C:13]([CH2:12][CH2:11][CH2:10][OH:9])=[C:14]([O:20][C:21]([F:22])([F:23])[F:24])[CH:15]=1. The catalyst class is: 28. (2) Reactant: Cl.CN(C)CCCN=C=NCC.[Cl:13][C:14]1[CH:31]=[C:30]([F:32])[C:29]([N:33]2[C:38](=[O:39])[CH:37]=[C:36]([C:40]([F:43])([F:42])[F:41])[N:35]([CH3:44])[C:34]2=[O:45])=[CH:28][C:15]=1[O:16][C:17]1[C:18]([O:23][CH2:24][C:25](O)=[O:26])=[N:19][CH:20]=[CH:21][CH:22]=1.[CH3:46][O:47][NH2:48].C(N(CC)CC)C. Product: [CH3:46][O:47][NH:48][C:25](=[O:26])[CH2:24][O:23][C:18]1[C:17]([O:16][C:15]2[CH:28]=[C:29]([N:33]3[C:38](=[O:39])[CH:37]=[C:36]([C:40]([F:41])([F:43])[F:42])[N:35]([CH3:44])[C:34]3=[O:45])[C:30]([F:32])=[CH:31][C:14]=2[Cl:13])=[CH:22][CH:21]=[CH:20][N:19]=1. The catalyst class is: 145. (3) Reactant: C(OC(=O)[CH:5]([C:11]1[C:16]([N+:17]([O-:19])=[O:18])=[CH:15][C:14]([Br:20])=[CH:13][N:12]=1)C(OCC)=O)C.Cl. Product: [Br:20][C:14]1[CH:15]=[C:16]([N+:17]([O-:19])=[O:18])[C:11]([CH3:5])=[N:12][CH:13]=1. The catalyst class is: 6.